The task is: Predict the reactants needed to synthesize the given product.. This data is from Full USPTO retrosynthesis dataset with 1.9M reactions from patents (1976-2016). (1) The reactants are: [F:1][C:2]1[CH:7]=[CH:6][C:5](/[C:8](/[CH2:22]O)=[CH:9]\[C:10]2[CH:15]=[CH:14][C:13]([CH:16]=[CH:17][C:18]([O:20][CH3:21])=[O:19])=[CH:12][CH:11]=2)=[CH:4][CH:3]=1.[CH:24]1([NH2:27])[CH2:26][CH2:25]1.CO.[BH4-].[Na+]. Given the product [CH:24]1([NH:27][CH2:22]/[C:8](/[C:5]2[CH:6]=[CH:7][C:2]([F:1])=[CH:3][CH:4]=2)=[CH:9]/[C:10]2[CH:15]=[CH:14][C:13]([CH:16]=[CH:17][C:18]([O:20][CH3:21])=[O:19])=[CH:12][CH:11]=2)[CH2:26][CH2:25]1, predict the reactants needed to synthesize it. (2) The reactants are: S(Cl)([Cl:3])=O.[NH2:5][C@@H:6]([C:14]([OH:16])=[O:15])[CH2:7][C:8]1[CH:13]=[CH:12][CH:11]=[CH:10][CH:9]=1.N.[CH3:18]O. Given the product [ClH:3].[CH3:18][O:15][C:14](=[O:16])[C@@H:6]([CH2:7][C:8]1[CH:13]=[CH:12][CH:11]=[CH:10][CH:9]=1)[NH2:5], predict the reactants needed to synthesize it. (3) Given the product [Cl:8][C:6]1[CH:5]=[C:4]([S:9]([NH:12][C:13]2[CH:21]=[CH:20][C:16]([C:17]([O:19][CH:26]([CH3:27])[CH2:25][O:24][CH3:23])=[O:18])=[C:15]([OH:22])[CH:14]=2)(=[O:10])=[O:11])[CH:3]=[C:2]([Cl:1])[CH:7]=1, predict the reactants needed to synthesize it. The reactants are: [Cl:1][C:2]1[CH:3]=[C:4]([S:9]([NH:12][C:13]2[CH:21]=[CH:20][C:16]([C:17]([OH:19])=[O:18])=[C:15]([OH:22])[CH:14]=2)(=[O:11])=[O:10])[CH:5]=[C:6]([Cl:8])[CH:7]=1.[CH3:23][O:24][CH2:25][CH:26](O)[CH3:27]. (4) The reactants are: [CH2:1]1[C:4]2([CH2:43][O:42][C:7]3([CH2:12][CH2:11][CH:10]([N:13]4[C:18](=[O:19])[C:17]([CH2:20][C:21]5[CH:26]=[CH:25][C:24]([C:27]6[C:28]([C:33]#[N:34])=[CH:29][CH:30]=[CH:31][CH:32]=6)=[CH:23][C:22]=5[F:35])=[C:16]([CH2:36][CH2:37][CH3:38])[N:15]5[N:39]=[CH:40][N:41]=[C:14]45)[CH2:9][CH2:8]3)[O:6][CH2:5]2)[CH2:3][CH2:2]1.[C:44]([BH3-])#N.[Na+].CC(OI1(OC(C)=O)(OC(C)=O)OC(=O)C2C1=CC=CC=2)=O.C(=O)([O-])O.[Na+].S([O-])([O-])(=O)=S.[Na+].[Na+].C[Mg]Br.[Cl-].[NH4+]. Given the product [F:35][C:22]1[CH:23]=[C:24]([C:27]2[C:28]([C:33]#[N:34])=[CH:29][CH:30]=[CH:31][CH:32]=2)[CH:25]=[CH:26][C:21]=1[CH2:20][C:17]1[C:18](=[O:19])[N:13]([C@H:10]2[CH2:9][CH2:8][C@H:7]([O:6][CH2:5][C:4]3([CH:43]([OH:42])[CH3:44])[CH2:3][CH2:2][CH2:1]3)[CH2:12][CH2:11]2)[C:14]2[N:15]([N:39]=[CH:40][N:41]=2)[C:16]=1[CH2:36][CH2:37][CH3:38], predict the reactants needed to synthesize it. (5) Given the product [C:31]([C:2]1[CH:3]=[CH:4][C:5]2[O:9][C:8]3[CH:10]=[C:11]([S:14]([NH:17][C@@H:18]([CH:26]([CH3:27])[CH3:28])[C:19]([O:21][C:22]([CH3:23])([CH3:25])[CH3:24])=[O:20])(=[O:16])=[O:15])[CH:12]=[CH:13][C:7]=3[C:6]=2[CH:29]=1)#[N:33], predict the reactants needed to synthesize it. The reactants are: Br[C:2]1[CH:3]=[CH:4][C:5]2[O:9][C:8]3[CH:10]=[C:11]([S:14]([NH:17][C@@H:18]([CH:26]([CH3:28])[CH3:27])[C:19]([O:21][C:22]([CH3:25])([CH3:24])[CH3:23])=[O:20])(=[O:16])=[O:15])[CH:12]=[CH:13][C:7]=3[C:6]=2[CH:29]=1.C[C:31]([N:33](C)C)=O. (6) Given the product [N:11]1[C:10]2[N:9]3[CH2:13][CH2:14][CH2:15][CH:8]3[C:7](=[O:16])[NH:6][C:5]=2[CH:4]=[CH:3][CH:12]=1, predict the reactants needed to synthesize it. The reactants are: OC[C:3]1[CH:12]=[N:11][C:10]2[N:9]3[CH2:13][CH2:14][CH2:15][C@H:8]3[C:7](=[O:16])[NH:6][C:5]=2[CH:4]=1.Cl.Cl.FC1C=CC(N2CCNCC2)=C(C)C=1.[I-].C(C[P+](C)(C)C)#N.C(N(CC)C(C)C)(C)C. (7) Given the product [CH3:36][C:12]1[CH:13]=[C:14]([O:17][CH2:18][C:19]2[N:20]([CH3:35])[N:21]=[C:22]([C:24]3[CH:29]=[CH:28][C:27]([O:30][C:31]([F:33])([F:34])[F:32])=[CH:26][CH:25]=3)[CH:23]=2)[CH:15]=[C:16]2[C:11]=1[CH:10]=[CH:9][N:8]2[CH2:7][C:6]([OH:37])=[O:5], predict the reactants needed to synthesize it. The reactants are: C([O:5][C:6](=[O:37])[CH2:7][N:8]1[C:16]2[C:11](=[C:12]([CH3:36])[CH:13]=[C:14]([O:17][CH2:18][C:19]3[N:20]([CH3:35])[N:21]=[C:22]([C:24]4[CH:29]=[CH:28][C:27]([O:30][C:31]([F:34])([F:33])[F:32])=[CH:26][CH:25]=4)[CH:23]=3)[CH:15]=2)[CH:10]=[CH:9]1)(C)(C)C.[Li+].[OH-]. (8) Given the product [CH3:1][O:2][C:3](=[O:26])[CH2:4][C@H:5]1[C:9]2[CH:10]=[CH:11][C:12]([O:14][C@H:15]3[C:23]4[C:18](=[C:19]([O:25][C:29]5[C:30]([CH3:34])=[CH:31][CH:32]=[CH:33][C:28]=5[CH3:27])[CH:20]=[CH:21][C:22]=4[F:24])[CH2:17][CH2:16]3)=[CH:13][C:8]=2[O:7][CH2:6]1, predict the reactants needed to synthesize it. The reactants are: [CH3:1][O:2][C:3](=[O:26])[CH2:4][C@H:5]1[C:9]2[CH:10]=[CH:11][C:12]([O:14][C@H:15]3[C:23]4[C:18](=[C:19]([OH:25])[CH:20]=[CH:21][C:22]=4[F:24])[CH2:17][CH2:16]3)=[CH:13][C:8]=2[O:7][CH2:6]1.[CH3:27][C:28]1[CH:33]=[CH:32][CH:31]=[C:30]([CH3:34])[C:29]=1B(O)O. (9) Given the product [CH3:1][S:2]([CH2:5][CH2:6][N:7]1[CH2:8][CH2:9][CH:10]([C:13]2[CH:18]=[CH:17][C:16]([NH2:19])=[C:15]([CH2:22][CH2:23][CH3:24])[CH:14]=2)[CH2:11][CH2:12]1)(=[O:4])=[O:3], predict the reactants needed to synthesize it. The reactants are: [CH3:1][S:2]([CH2:5][CH2:6][N:7]1[CH2:12][CH:11]=[C:10]([C:13]2[CH:18]=[CH:17][C:16]([N+:19]([O-])=O)=[C:15]([CH2:22][CH2:23][CH3:24])[CH:14]=2)[CH2:9][CH2:8]1)(=[O:4])=[O:3].C1[C@@H]2CN(C3CCN(C4C=CC(N)=C(OC)C=4)CC3)CCN2CCO1. (10) Given the product [C:15]([O:14][C:12]([N:11]([CH3:19])[N:10]1[C:4]2[C:5](=[CH:25][C:26]([I:30])=[CH:27][C:28]=2[F:29])[C:6](=[O:7])[C:8]([C:20]([O:22][CH2:23][CH3:24])=[O:21])=[CH:9]1)=[O:13])([CH3:18])([CH3:17])[CH3:16], predict the reactants needed to synthesize it. The reactants are: [H-].[Na+].F[C:4]1[C:28]([F:29])=[CH:27][C:26]([I:30])=[CH:25][C:5]=1[C:6]([C:8]([C:20]([O:22][CH2:23][CH3:24])=[O:21])=[CH:9][NH:10][N:11]([CH3:19])[C:12]([O:14][C:15]([CH3:18])([CH3:17])[CH3:16])=[O:13])=[O:7].